Dataset: Forward reaction prediction with 1.9M reactions from USPTO patents (1976-2016). Task: Predict the product of the given reaction. (1) Given the reactants Br[C:2]1[CH:7]=[CH:6][N:5]=[C:4]([NH2:8])[CH:3]=1.[CH:9]1(B(O)O)[CH2:11][CH2:10]1.C([O-])([O-])=O.[K+].[K+], predict the reaction product. The product is: [CH:9]1([C:2]2[CH:7]=[CH:6][N:5]=[C:4]([NH2:8])[CH:3]=2)[CH2:11][CH2:10]1. (2) Given the reactants [CH2:1]([N:8]1[CH:12]=[C:11]([CH2:13][CH2:14][C:15]([O:17][CH2:18][CH3:19])=[O:16])[C:10]([OH:20])=[N:9]1)[C:2]1[CH:7]=[CH:6][CH:5]=[CH:4][CH:3]=1.Cl[CH2:22][C:23]1[CH:24]=[CH:25][C:26]([O:29][CH2:30][C:31]2[N:32]=[C:33]([C:37]3[CH:42]=[CH:41][CH:40]=[CH:39][CH:38]=3)[O:34][C:35]=2[CH3:36])=[N:27][CH:28]=1.C(=O)([O-])[O-].[K+].[K+].CN(C)C=O, predict the reaction product. The product is: [CH2:1]([N:8]1[CH:12]=[C:11]([CH2:13][CH2:14][C:15]([O:17][CH2:18][CH3:19])=[O:16])[C:10]([O:20][CH2:22][C:23]2[CH:28]=[N:27][C:26]([O:29][CH2:30][C:31]3[N:32]=[C:33]([C:37]4[CH:42]=[CH:41][CH:40]=[CH:39][CH:38]=4)[O:34][C:35]=3[CH3:36])=[CH:25][CH:24]=2)=[N:9]1)[C:2]1[CH:3]=[CH:4][CH:5]=[CH:6][CH:7]=1.